Dataset: Forward reaction prediction with 1.9M reactions from USPTO patents (1976-2016). Task: Predict the product of the given reaction. (1) Given the reactants Cl.[CH2:2]([O:4][CH:5]([O:8][CH2:9][CH3:10])[CH2:6][NH2:7])[CH3:3].[C:11]([Si:15]([CH3:26])([CH3:25])[O:16][C@H:17]1[CH2:21][C:20](OCC)=[N:19][CH2:18]1)([CH3:14])([CH3:13])[CH3:12], predict the reaction product. The product is: [C:11]([Si:15]([CH3:26])([CH3:25])[O:16][C@@H:17]1[CH2:18][N:19]=[C:20]([NH:7][CH2:6][CH:5]([O:8][CH2:9][CH3:10])[O:4][CH2:2][CH3:3])[CH2:21]1)([CH3:14])([CH3:13])[CH3:12]. (2) Given the reactants [N+:1]([C:4]1[CH:5]=[C:6]([CH:36]=[C:37]([N+:39]([O-])=O)[CH:38]=1)[C:7]([O:9][CH2:10][CH2:11][CH2:12][CH2:13][CH2:14][CH2:15][CH2:16][CH2:17][O:18][C:19]1[CH:24]=[CH:23][C:22](/[CH:25]=[C:26](\[C:34]#[N:35])/[C:27]2[CH:32]=[CH:31][C:30]([F:33])=[CH:29][CH:28]=2)=[CH:21][CH:20]=1)=[O:8])([O-])=O, predict the reaction product. The product is: [NH2:1][C:4]1[CH:5]=[C:6]([CH:36]=[C:37]([NH2:39])[CH:38]=1)[C:7]([O:9][CH2:10][CH2:11][CH2:12][CH2:13][CH2:14][CH2:15][CH2:16][CH2:17][O:18][C:19]1[CH:24]=[CH:23][C:22](/[CH:25]=[C:26](\[C:34]#[N:35])/[C:27]2[CH:32]=[CH:31][C:30]([F:33])=[CH:29][CH:28]=2)=[CH:21][CH:20]=1)=[O:8].